From a dataset of Full USPTO retrosynthesis dataset with 1.9M reactions from patents (1976-2016). Predict the reactants needed to synthesize the given product. (1) Given the product [C:4]([C:6]1[CH:7]=[CH:8][C:9]([CH:12]2[CH2:17][C:16]([OH:18])([CH3:1])[CH2:15][CH2:14][N:13]2[C:19]([O:21][CH2:22][C:23]2[CH:28]=[CH:27][CH:26]=[CH:25][CH:24]=2)=[O:20])=[CH:10][CH:11]=1)#[N:5], predict the reactants needed to synthesize it. The reactants are: [CH3:1][Mg+].[Br-].[C:4]([C:6]1[CH:11]=[CH:10][C:9]([CH:12]2[CH2:17][C:16](=[O:18])[CH2:15][CH2:14][N:13]2[C:19]([O:21][CH2:22][C:23]2[CH:28]=[CH:27][CH:26]=[CH:25][CH:24]=2)=[O:20])=[CH:8][CH:7]=1)#[N:5]. (2) Given the product [Br:8][C:4]1[N:3]=[C:2]([C:24]([C:23]2[S:22][C:21]([NH:30][C:31]([C:33]3[CH:34]=[CH:35][N:36]=[CH:37][CH:38]=3)=[O:32])=[N:20][C:19]=2[C:15]2[O:14][CH:18]=[CH:17][CH:16]=2)=[O:29])[CH:7]=[CH:6][CH:5]=1, predict the reactants needed to synthesize it. The reactants are: Br[C:2]1[CH:7]=[CH:6][CH:5]=[C:4]([Br:8])[N:3]=1.C([Mg]Cl)(C)C.[O:14]1[CH:18]=[CH:17][CH:16]=[C:15]1[C:19]1[N:20]=[C:21]([NH:30][C:31]([C:33]2[CH:38]=[CH:37][N:36]=[CH:35][CH:34]=2)=[O:32])[S:22][C:23]=1[C:24](=[O:29])N(OC)C.[Cl-].[NH4+]. (3) Given the product [N:11]12[CH2:16][CH2:15][CH:14]([CH2:13][CH2:12]1)[CH:9]([O:8][C:5]1[N:6]=[N:7][C:2]([C:22]3[CH:21]=[C:20]4[C:25](=[CH:24][CH:23]=3)[NH:17][CH:18]=[CH:19]4)=[CH:3][CH:4]=1)[CH2:10]2, predict the reactants needed to synthesize it. The reactants are: Cl[C:2]1[N:7]=[N:6][C:5]([O:8][CH:9]2[CH:14]3[CH2:15][CH2:16][N:11]([CH2:12][CH2:13]3)[CH2:10]2)=[CH:4][CH:3]=1.[NH:17]1[C:25]2[C:20](=[CH:21][C:22](B(O)O)=[CH:23][CH:24]=2)[CH:19]=[CH:18]1.N.